Dataset: Reaction yield outcomes from USPTO patents with 853,638 reactions. Task: Predict the reaction yield, written as a fraction of the theoretical maximum amount of product (1.0 means a 100% yield; for example, 0.34 means a 34% yield). (1) The reactants are C1(P(C2C=CC=CC=2)C2C=CC=CC=2)C=CC=CC=1.CCOC(/N=N/C(OCC)=O)=O.[OH:32][CH:33]1[CH2:38][CH2:37][N:36]([C:39]([O:41][C:42]([CH3:45])([CH3:44])[CH3:43])=[O:40])[CH2:35][CH2:34]1.[CH3:46][O:47][C:48]1[CH:53]=[C:52]([N+:54]([O-:56])=[O:55])[CH:51]=[CH:50][C:49]=1O. The catalyst is C1COCC1. The product is [CH3:46][O:47][C:48]1[CH:53]=[C:52]([N+:54]([O-:56])=[O:55])[CH:51]=[CH:50][C:49]=1[O:32][CH:33]1[CH2:34][CH2:35][N:36]([C:39]([O:41][C:42]([CH3:45])([CH3:44])[CH3:43])=[O:40])[CH2:37][CH2:38]1. The yield is 0.820. (2) The reactants are [ClH:1].O1CCOCC1.OC(C(F)(F)F)=O.[F:15][C:16]1[CH:44]=[CH:43][CH:42]=[CH:41][C:17]=1[C:18]([N:20]1[CH2:25][CH2:24][N:23](C(OC(C)(C)C)=O)[CH2:22][CH:21]1[CH2:33][O:34][C:35]1[CH:36]=[N:37][CH:38]=[CH:39][CH:40]=1)=[O:19]. The catalyst is CO. The product is [ClH:1].[ClH:1].[F:15][C:16]1[CH:44]=[CH:43][CH:42]=[CH:41][C:17]=1[C:18]([N:20]1[CH2:25][CH2:24][NH:23][CH2:22][CH:21]1[CH2:33][O:34][C:35]1[CH:36]=[N:37][CH:38]=[CH:39][CH:40]=1)=[O:19]. The yield is 0.860. (3) The reactants are [Cl-].O[NH3+:3].[C:4](=[O:7])([O-])[OH:5].[Na+].CS(C)=O.[CH2:13]([C:17]1[N:18]=[C:19]([CH3:46])[N:20]([C:39]2[CH:44]=[CH:43][CH:42]=[C:41]([Cl:45])[CH:40]=2)[C:21](=[O:38])[C:22]=1[CH2:23][C:24]1[CH:29]=[CH:28][C:27]([C:30]2[C:31]([C:36]#[N:37])=[CH:32][CH:33]=[CH:34][CH:35]=2)=[CH:26][CH:25]=1)[CH2:14][CH2:15][CH3:16]. The catalyst is O.C(OCC)(=O)C. The product is [CH2:13]([C:17]1[N:18]=[C:19]([CH3:46])[N:20]([C:39]2[CH:44]=[CH:43][CH:42]=[C:41]([Cl:45])[CH:40]=2)[C:21](=[O:38])[C:22]=1[CH2:23][C:24]1[CH:25]=[CH:26][C:27]([C:30]2[CH:35]=[CH:34][CH:33]=[CH:32][C:31]=2[C:36]2[NH:3][C:4](=[O:7])[O:5][N:37]=2)=[CH:28][CH:29]=1)[CH2:14][CH2:15][CH3:16]. The yield is 0.600. (4) The reactants are Cl[C:2]1[C:11]2[C:6](=[CH:7][CH:8]=[C:9]([C:12]3[CH:17]=[CH:16][C:15]([F:18])=[CH:14][CH:13]=3)[CH:10]=2)[N:5]=[CH:4][N:3]=1.[CH2:19]([NH2:22])[CH2:20][CH3:21]. No catalyst specified. The product is [CH2:19]([NH:22][C:2]1[C:11]2[C:6](=[CH:7][CH:8]=[C:9]([C:12]3[CH:17]=[CH:16][C:15]([F:18])=[CH:14][CH:13]=3)[CH:10]=2)[N:5]=[CH:4][N:3]=1)[CH2:20][CH3:21]. The yield is 0.830.